From a dataset of Forward reaction prediction with 1.9M reactions from USPTO patents (1976-2016). Predict the product of the given reaction. Given the reactants [ClH:1].[F:2][C:3]1[CH:4]=[C:5]([C:10]2[C:18]3[C:13](=[CH:14][C:15]([O:19][CH2:20][CH2:21][N:22]4[CH2:27][CH2:26][N:25]([S:28]([CH3:31])(=[O:30])=[O:29])[CH2:24][CH2:23]4)=[CH:16][CH:17]=3)[C:12](=[O:32])[C:11]=2C2C=NC3C(C=2)=CC=CC=3)[CH:6]=[C:7]([F:9])[CH:8]=1.O1CCN(CCO[C:52]2[CH:60]=[C:59]3[C:55]([C:56](C4C=CC=CC=4)=C(Br)C3=O)=[CH:54][CH:53]=2)CC1.B(O)(O)C1C=CC(C)=CC=1, predict the reaction product. The product is: [ClH:1].[F:2][C:3]1[CH:4]=[C:5]([C:10]2[C:18]3[C:13](=[CH:14][C:15]([O:19][CH2:20][CH2:21][N:22]4[CH2:27][CH2:26][N:25]([S:28]([CH3:31])(=[O:30])=[O:29])[CH2:24][CH2:23]4)=[CH:16][CH:17]=3)[C:12](=[O:32])[C:11]=2[C:52]2[CH:60]=[CH:59][C:55]([CH3:56])=[CH:54][CH:53]=2)[CH:6]=[C:7]([F:9])[CH:8]=1.